Predict which catalyst facilitates the given reaction. From a dataset of Catalyst prediction with 721,799 reactions and 888 catalyst types from USPTO. Reactant: [N+:1]([C:4]1[CH:5]=[C:6]([C:10]([C:12]2[N:13]=[CH:14][N:15]([C:17]([O:19][C:20]([CH3:23])([CH3:22])[CH3:21])=[O:18])[CH:16]=2)=[CH2:11])[CH:7]=[CH:8][CH:9]=1)([O-])=O. Product: [NH2:1][C:4]1[CH:5]=[C:6]([CH:10]([C:12]2[N:13]=[CH:14][N:15]([C:17]([O:19][C:20]([CH3:21])([CH3:23])[CH3:22])=[O:18])[CH:16]=2)[CH3:11])[CH:7]=[CH:8][CH:9]=1. The catalyst class is: 13.